Dataset: Catalyst prediction with 721,799 reactions and 888 catalyst types from USPTO. Task: Predict which catalyst facilitates the given reaction. (1) Reactant: [C:1]([C:5]1[CH:20]=[CH:19][CH:18]=[CH:17][C:6]=1[O:7][C:8]1[C:13]([N:14]=[C:15]=[S:16])=[CH:12][CH:11]=[CH:10][N:9]=1)([CH3:4])([CH3:3])[CH3:2].C(N(C(C)C)CC)(C)C.Cl.[C:31]([NH2:39])(=[NH:38])[C:32]1[CH:37]=[CH:36][CH:35]=[CH:34][CH:33]=1.CCOC(/N=N/C(OCC)=O)=O. Product: [C:1]([C:5]1[CH:20]=[CH:19][CH:18]=[CH:17][C:6]=1[O:7][C:8]1[C:13]([NH:14][C:15]2[S:16][N:39]=[C:31]([C:32]3[CH:37]=[CH:36][CH:35]=[CH:34][CH:33]=3)[N:38]=2)=[CH:12][CH:11]=[CH:10][N:9]=1)([CH3:4])([CH3:2])[CH3:3]. The catalyst class is: 3. (2) Reactant: [H][H].[CH:3]1([P:9]([CH:21]2[CH2:26][CH2:25][CH2:24][CH2:23][CH2:22]2)([CH:11]2[CH2:16][CH2:15][CH2:14][CH:13]([S:17]([O-:20])(=[O:19])=[O:18])[CH2:12]2)=[O:10])[CH2:8][CH2:7][CH2:6][CH2:5][CH2:4]1.[Na+:27].C1(P(C2CCCCC2)(C2CCCC(S(OCC)(=O)=O)C2)=O)CCCCC1. Product: [C:21]1([P:9]([C:3]2[CH:4]=[CH:5][CH:6]=[CH:7][CH:8]=2)([C:11]2[CH:12]=[C:13]([S:17]([O-:20])(=[O:19])=[O:18])[CH:14]=[CH:15][CH:16]=2)=[O:10])[CH:22]=[CH:23][CH:24]=[CH:25][CH:26]=1.[Na+:27]. The catalyst class is: 5. (3) Reactant: COC1C=CC(C(C2C=CC(OC)=CC=2)([NH:16][C:17]2[CH2:18][O:19][CH2:20][C:21]([F:42])([F:41])[C@:22]([C:25]3[CH:26]=[C:27]([NH:32][C:33]4[CH:40]=[CH:39][C:36]([C:37]#[N:38])=[CH:35][CH:34]=4)[CH:28]=[CH:29][C:30]=3[F:31])([CH3:24])[N:23]=2)C2C=CC=CC=2)=CC=1.FC(F)(F)C(O)=O.C([O-])([O-])=O.[Na+].[Na+]. Product: [NH2:16][C:17]1[CH2:18][O:19][CH2:20][C:21]([F:41])([F:42])[C@:22]([C:25]2[CH:26]=[C:27]([NH:32][C:33]3[CH:40]=[CH:39][C:36]([C:37]#[N:38])=[CH:35][CH:34]=3)[CH:28]=[CH:29][C:30]=2[F:31])([CH3:24])[N:23]=1. The catalyst class is: 4. (4) Reactant: [F:1]C(F)(N(CC)CC)C(F)C(F)(F)F.[CH3:15][N:16]([CH3:32])[C:17]([C@H:19]1[CH2:23][C@@H:22](O)[CH2:21][N:20]1[C:25]([O:27][C:28]([CH3:31])([CH3:30])[CH3:29])=[O:26])=[O:18].[F-].[Na+].C(=O)([O-])[O-].[K+].[K+]. Product: [CH3:15][N:16]([CH3:32])[C:17]([C@H:19]1[CH2:23][CH:22]([F:1])[CH2:21][N:20]1[C:25]([O:27][C:28]([CH3:31])([CH3:30])[CH3:29])=[O:26])=[O:18]. The catalyst class is: 96. (5) Reactant: [C:1]([CH2:3][C:4]([O:6][C:7]([CH3:10])([CH3:9])[CH3:8])=[O:5])#[N:2].[SH:11][CH2:12][C:13](OC)=O.C(N(CC)CC)C.O. Product: [NH2:2][C:1]1[S:11][CH:12]=[CH:13][C:3]=1[C:4]([O:6][C:7]([CH3:10])([CH3:9])[CH3:8])=[O:5]. The catalyst class is: 31.